From a dataset of NCI-60 drug combinations with 297,098 pairs across 59 cell lines. Regression. Given two drug SMILES strings and cell line genomic features, predict the synergy score measuring deviation from expected non-interaction effect. (1) Drug 1: C1=NC(=NC(=O)N1C2C(C(C(O2)CO)O)O)N. Drug 2: CC(C)NC(=O)C1=CC=C(C=C1)CNNC.Cl. Cell line: NCI-H226. Synergy scores: CSS=20.7, Synergy_ZIP=-5.34, Synergy_Bliss=-0.975, Synergy_Loewe=-6.19, Synergy_HSA=-0.488. (2) Drug 1: CN(CC1=CN=C2C(=N1)C(=NC(=N2)N)N)C3=CC=C(C=C3)C(=O)NC(CCC(=O)O)C(=O)O. Drug 2: C1C(C(OC1N2C=NC3=C(N=C(N=C32)Cl)N)CO)O. Cell line: BT-549. Synergy scores: CSS=33.7, Synergy_ZIP=-4.11, Synergy_Bliss=-5.30, Synergy_Loewe=-3.87, Synergy_HSA=-1.82. (3) Drug 1: CN(C)N=NC1=C(NC=N1)C(=O)N. Drug 2: CCCCC(=O)OCC(=O)C1(CC(C2=C(C1)C(=C3C(=C2O)C(=O)C4=C(C3=O)C=CC=C4OC)O)OC5CC(C(C(O5)C)O)NC(=O)C(F)(F)F)O. Cell line: KM12. Synergy scores: CSS=18.5, Synergy_ZIP=0.652, Synergy_Bliss=3.75, Synergy_Loewe=7.36, Synergy_HSA=7.46. (4) Drug 1: C1=CC(=CC=C1CCC2=CNC3=C2C(=O)NC(=N3)N)C(=O)NC(CCC(=O)O)C(=O)O. Drug 2: C(=O)(N)NO. Cell line: NCI-H322M. Synergy scores: CSS=6.88, Synergy_ZIP=-0.984, Synergy_Bliss=-0.855, Synergy_Loewe=-42.1, Synergy_HSA=-1.96. (5) Drug 2: C1CNP(=O)(OC1)N(CCCl)CCCl. Drug 1: CS(=O)(=O)OCCCCOS(=O)(=O)C. Synergy scores: CSS=-1.31, Synergy_ZIP=-1.23, Synergy_Bliss=-6.61, Synergy_Loewe=-5.06, Synergy_HSA=-8.85. Cell line: PC-3. (6) Drug 1: CC1=C2C(C(=O)C3(C(CC4C(C3C(C(C2(C)C)(CC1OC(=O)C(C(C5=CC=CC=C5)NC(=O)OC(C)(C)C)O)O)OC(=O)C6=CC=CC=C6)(CO4)OC(=O)C)OC)C)OC. Drug 2: CC(C)NC(=O)C1=CC=C(C=C1)CNNC.Cl. Cell line: HOP-62. Synergy scores: CSS=18.6, Synergy_ZIP=-3.77, Synergy_Bliss=-11.3, Synergy_Loewe=-40.7, Synergy_HSA=-13.1. (7) Drug 1: CC1CCC2CC(C(=CC=CC=CC(CC(C(=O)C(C(C(=CC(C(=O)CC(OC(=O)C3CCCCN3C(=O)C(=O)C1(O2)O)C(C)CC4CCC(C(C4)OC)O)C)C)O)OC)C)C)C)OC. Drug 2: CC1C(C(CC(O1)OC2CC(CC3=C2C(=C4C(=C3O)C(=O)C5=CC=CC=C5C4=O)O)(C(=O)C)O)N)O. Cell line: SW-620. Synergy scores: CSS=44.9, Synergy_ZIP=6.91, Synergy_Bliss=5.98, Synergy_Loewe=5.09, Synergy_HSA=8.17.